This data is from Forward reaction prediction with 1.9M reactions from USPTO patents (1976-2016). The task is: Predict the product of the given reaction. (1) Given the reactants [CH3:1][S:2]([N:5]1[C:13]2[C:8](=[CH:9][C:10]([CH:14]([CH3:20])[C:15]([O:17]CC)=[O:16])=[CH:11][CH:12]=2)[CH2:7][CH2:6]1)(=[O:4])=[O:3].[Li+].[OH-], predict the reaction product. The product is: [CH3:1][S:2]([N:5]1[C:13]2[C:8](=[CH:9][C:10]([CH:14]([CH3:20])[C:15]([OH:17])=[O:16])=[CH:11][CH:12]=2)[CH2:7][CH2:6]1)(=[O:4])=[O:3]. (2) Given the reactants [Cl:1][C:2]1[CH:7]=[C:6]([O:8][C:9]2[CH:14]=[CH:13][C:12]([N:15]=[C:16]=[O:17])=[CH:11][CH:10]=2)[N:5]=[CH:4][N:3]=1.[CH2:18]([N:20]1[CH2:25][CH2:24][N:23]([CH2:26][C:27]2[CH:33]=[CH:32][C:30]([NH2:31])=[CH:29][C:28]=2[CH3:34])[CH2:22][CH2:21]1)[CH3:19], predict the reaction product. The product is: [Cl:1][C:2]1[N:3]=[CH:4][N:5]=[C:6]([O:8][C:9]2[CH:10]=[CH:11][C:12]([NH:15][C:16]([NH:31][C:30]3[CH:32]=[CH:33][C:27]([CH2:26][N:23]4[CH2:22][CH2:21][N:20]([CH2:18][CH3:19])[CH2:25][CH2:24]4)=[C:28]([CH3:34])[CH:29]=3)=[O:17])=[CH:13][CH:14]=2)[CH:7]=1. (3) Given the reactants [Cl:1][C:2]1[N:7]=[C:6](Cl)[C:5]([Cl:9])=[CH:4][N:3]=1.O.[CH3:11][S-:12].[Na+].CCCCCC, predict the reaction product. The product is: [Cl:1][C:2]1[N:7]=[C:6]([S:12][CH3:11])[C:5]([Cl:9])=[CH:4][N:3]=1. (4) Given the reactants [F:1][C:2]1[CH:7]=[CH:6][C:5]([CH2:8][C:9]2[CH:10]=[C:11]([NH:20][CH2:21][CH2:22][N:23]([CH3:34])[C:24]([O:26][CH2:27][C:28]3[CH:33]=[CH:32][CH:31]=[CH:30][CH:29]=3)=[O:25])[C:12]([C:15]([O:17][CH2:18][CH3:19])=[O:16])=[N:13][CH:14]=2)=[CH:4][CH:3]=1.C([CH:37]([C:41](Cl)=[O:42])[C:38](Cl)=[O:39])C.[CH3:44][CH2:45][OH:46], predict the reaction product. The product is: [CH2:45]([O:46][C:41](=[O:42])[CH2:37][C:38]([N:20]([CH2:21][CH2:22][N:23]([CH3:34])[C:24]([O:26][CH2:27][C:28]1[CH:29]=[CH:30][CH:31]=[CH:32][CH:33]=1)=[O:25])[C:11]1[C:12]([C:15]([O:17][CH2:18][CH3:19])=[O:16])=[N:13][CH:14]=[C:9]([CH2:8][C:5]2[CH:4]=[CH:3][C:2]([F:1])=[CH:7][CH:6]=2)[CH:10]=1)=[O:39])[CH3:44]. (5) Given the reactants [CH3:1][CH:2]1[C:19](=O)[C:5]2=[CH:6][C:7]3[C:8]([CH3:18])([CH3:17])[C:9]4[C:14]([C:15]=3[CH:16]=[C:4]2[CH2:3]1)=[CH:13][CH:12]=[CH:11][CH:10]=4.[BH4-].[Na+], predict the reaction product. The product is: [CH3:1][C:2]1[CH2:3][C:4]2[C:5]([CH:19]=1)=[CH:6][C:7]1[C:8]([CH3:18])([CH3:17])[C:9]3[C:14]([C:15]=1[CH:16]=2)=[CH:13][CH:12]=[CH:11][CH:10]=3. (6) Given the reactants C([O:4][C:5]1[CH:10]=[CH:9][C:8]([O:11][C:12]2[CH:17]=[CH:16][C:15]([CH2:18][CH3:19])=[CH:14][C:13]=2[O:20][CH2:21][C:22]2[CH:27]=[CH:26][CH:25]=[CH:24][CH:23]=2)=[C:7]([F:28])[CH:6]=1)(=O)C.O.[OH-].[K+], predict the reaction product. The product is: [CH2:21]([O:20][C:13]1[CH:14]=[C:15]([CH2:18][CH3:19])[CH:16]=[CH:17][C:12]=1[O:11][C:8]1[CH:9]=[CH:10][C:5]([OH:4])=[CH:6][C:7]=1[F:28])[C:22]1[CH:23]=[CH:24][CH:25]=[CH:26][CH:27]=1. (7) Given the reactants [C:1]1([C:7]2[CH2:11][C:10]3([CH2:16][CH2:15][CH:14]([C:17]([OH:19])=O)[CH2:13][CH2:12]3)[O:9][N:8]=2)[CH:6]=[CH:5][CH:4]=[CH:3][CH:2]=1.C(N(C(C)C)C(C)C)C.O.ON1C2C=CC=CC=2N=N1.F[B-](F)(F)F.N1(OC(N(C)C)=[N+](C)C)C2C=CC=CC=2N=N1.[NH2:62][CH2:63][C:64]1[CH:69]=[CH:68][C:67]([NH:70][S:71]([CH3:74])(=[O:73])=[O:72])=[C:66]([F:75])[CH:65]=1, predict the reaction product. The product is: [F:75][C:66]1[CH:65]=[C:64]([CH:69]=[CH:68][C:67]=1[NH:70][S:71]([CH3:74])(=[O:73])=[O:72])[CH2:63][NH:62][C:17]([CH:14]1[CH2:13][CH2:12][C:10]2([O:9][N:8]=[C:7]([C:1]3[CH:2]=[CH:3][CH:4]=[CH:5][CH:6]=3)[CH2:11]2)[CH2:16][CH2:15]1)=[O:19]. (8) Given the reactants [SH:1][C:2]1[S:3][C:4]2[CH:10]=[CH:9][C:8]([C:11]([OH:13])=[O:12])=[CH:7][C:5]=2[N:6]=1.[Cl:14][C:15]1[CH:20]=[C:19]([N+:21]([O-:23])=[O:22])[CH:18]=[CH:17][C:16]=1F, predict the reaction product. The product is: [Cl:14][C:15]1[CH:20]=[C:19]([N+:21]([O-:23])=[O:22])[CH:18]=[CH:17][C:16]=1[S:1][C:2]1[S:3][C:4]2[CH:10]=[CH:9][C:8]([C:11]([OH:13])=[O:12])=[CH:7][C:5]=2[N:6]=1. (9) Given the reactants [Cl:1][C:2]1[CH:3]=[C:4]([C@@H:12]([CH2:22][CH:23]2[CH2:27][CH2:26][CH2:25][CH2:24]2)[C:13]([NH:15][C:16]2[CH:20]=[CH:19][N:18]([CH3:21])[N:17]=2)=[O:14])[CH:5]=[CH:6][C:7]=1[S:8]([CH3:11])(=[O:10])=[O:9].C(Cl)(=O)C(Cl)=O.N1C(C)=CC=CC=1C.[CH3:42][O:43][C:44](=[O:58])[C:45]1[CH:50]=[CH:49][CH:48]=[C:47](CN2C=CC(N)=N2)[CH:46]=1, predict the reaction product. The product is: [CH3:42][O:43][C:44](=[O:58])[C:45]1[CH:50]=[CH:49][CH:48]=[C:47]([CH2:21][N:18]2[CH:19]=[CH:20][C:16]([NH:15][C:13](=[O:14])[C@@H:12]([C:4]3[CH:5]=[CH:6][C:7]([S:8]([CH3:11])(=[O:10])=[O:9])=[C:2]([Cl:1])[CH:3]=3)[CH2:22][CH:23]3[CH2:24][CH2:25][CH2:26][CH2:27]3)=[N:17]2)[CH:46]=1.